From a dataset of Reaction yield outcomes from USPTO patents with 853,638 reactions. Predict the reaction yield, written as a fraction of the theoretical maximum amount of product (1.0 means a 100% yield; for example, 0.34 means a 34% yield). (1) The reactants are CN([CH2:4][C:5]1[O:12][C:11]2[CH:10]=[C:9]([C:13]([O:15][CH3:16])=[O:14])[NH:8][C:7]=2[CH:6]=1)C.CI.[BH4-].[Na+].Cl.CC1CCCCC1.C. No catalyst specified. The product is [CH3:4][C:5]1[O:12][C:11]2[CH:10]=[C:9]([C:13]([O:15][CH3:16])=[O:14])[NH:8][C:7]=2[CH:6]=1. The yield is 0.530. (2) The reactants are [CH3:1][C:2]1([NH:20][C:21](=[O:27])[O:22][C:23]([CH3:26])([CH3:25])[CH3:24])[CH2:7][CH2:6][CH2:5][N:4]([C:8]2[C:13]([N+:14]([O-])=O)=[CH:12][N:11]=[C:10]3[CH2:17][CH2:18][CH2:19][C:9]=23)[CH2:3]1.CC(O)=O. The catalyst is CCOC(C)=O.[Fe]. The product is [NH2:14][C:13]1[C:8]([N:4]2[CH2:5][CH2:6][CH2:7][C:2]([NH:20][C:21](=[O:27])[O:22][C:23]([CH3:26])([CH3:25])[CH3:24])([CH3:1])[CH2:3]2)=[C:9]2[CH2:19][CH2:18][CH2:17][C:10]2=[N:11][CH:12]=1. The yield is 0.900. (3) The reactants are [NH:1]1[CH:5]=[CH:4][N:3]=[CH:2]1.[CH3:6][O:7][C:8]1[CH:15]=[CH:14][C:11]([CH2:12]Cl)=[CH:10][CH:9]=1. The catalyst is C(#N)C. The product is [CH3:6][O:7][C:8]1[CH:15]=[CH:14][C:11]([CH2:12][N:1]2[CH:5]=[CH:4][N:3]=[CH:2]2)=[CH:10][CH:9]=1. The yield is 0.690. (4) The reactants are [N+:1]([C:3]1[CH:14]=[CH:13][CH:12]=[CH:11][C:4]=1[CH2:5][NH:6][C:7]([NH:9][CH3:10])=[O:8])#[C-:2].[C:15]([OH:21])(=O)[CH2:16][C:17]([OH:19])=O.C(OC(=O)C)(=O)C. The catalyst is C(O)(=O)C. The product is [N+:1]([C:3]1[CH:14]=[CH:13][CH:12]=[CH:11][C:4]=1[CH2:5][N:6]1[C:15](=[O:21])[CH2:16][C:17](=[O:19])[N:9]([CH3:10])[C:7]1=[O:8])#[C-:2]. The yield is 0.600. (5) The reactants are [NH2:1][C:2]1[CH:18]=[CH:17][C:5]2[S:6][C:7]([C:10]3[CH:15]=[CH:14][N:13]=[C:12]([NH2:16])[N:11]=3)=[C:8]([CH3:9])[C:4]=2[CH:3]=1.Br[C:20]1[CH:21]=[N:22][CH:23]=[C:24]([O:26][CH3:27])[CH:25]=1.C(O[Na])(C)(C)C.[Cl-].C(C1C=CC=C(C(C)C)C=1[N+]1C=CN(C2C(C(C)C)=CC=CC=2C(C)C)C=1)(C)C. The catalyst is O1CCOCC1.C1C=CC(/C=C/C(/C=C/C2C=CC=CC=2)=O)=CC=1.C1C=CC(/C=C/C(/C=C/C2C=CC=CC=2)=O)=CC=1.C1C=CC(/C=C/C(/C=C/C2C=CC=CC=2)=O)=CC=1.[Pd].[Pd]. The product is [CH3:27][O:26][C:24]1[CH:25]=[C:20]([NH:1][C:2]2[CH:18]=[CH:17][C:5]3[S:6][C:7]([C:10]4[CH:15]=[CH:14][N:13]=[C:12]([NH2:16])[N:11]=4)=[C:8]([CH3:9])[C:4]=3[CH:3]=2)[CH:21]=[N:22][CH:23]=1. The yield is 0.690. (6) The yield is 0.570. The catalyst is Cl.O1CCOCC1. The reactants are [F:1][C:2]1[CH:35]=[CH:34][C:5]([CH2:6][N:7]2[C:15]3[CH:14]=[CH:13][CH:12]=[CH:11][C:10]=3[C:9]3[CH2:16][C@H:17]4[C:22](=[O:23])[N:21]([CH2:24][CH2:25][C:26]([O:28]C(C)(C)C)=[O:27])[C:20](=[S:33])[N:18]4[CH2:19][C:8]2=3)=[CH:4][CH:3]=1. The product is [F:1][C:2]1[CH:35]=[CH:34][C:5]([CH2:6][N:7]2[C:15]3[CH:14]=[CH:13][CH:12]=[CH:11][C:10]=3[C:9]3[CH2:16][C@H:17]4[C:22](=[O:23])[N:21]([CH2:24][CH2:25][C:26]([OH:28])=[O:27])[C:20](=[S:33])[N:18]4[CH2:19][C:8]2=3)=[CH:4][CH:3]=1. (7) The reactants are [NH2:1][C:2]1[N:7]=[CH:6][N:5]=[C:4]2[N:8]([C@@H:26]3[CH2:31][CH2:30][CH2:29][N:28]([C:32](=[O:36])[CH2:33][C:34]#[N:35])[CH2:27]3)[N:9]=[C:10]([C:11]3[CH:16]=[CH:15][C:14]([O:17][C:18]4[C:23]([F:24])=[CH:22][CH:21]=[CH:20][C:19]=4[F:25])=[CH:13][CH:12]=3)[C:3]=12.N1[CH2:42][CH2:41][CH2:40][CH2:39]C1.C1(C=O)CC1. The catalyst is CO. The product is [NH2:1][C:2]1[N:7]=[CH:6][N:5]=[C:4]2[N:8]([C@@H:26]3[CH2:31][CH2:30][CH2:29][N:28]([C:32]([C:33](=[CH:39][CH:40]4[CH2:42][CH2:41]4)[C:34]#[N:35])=[O:36])[CH2:27]3)[N:9]=[C:10]([C:11]3[CH:16]=[CH:15][C:14]([O:17][C:18]4[C:23]([F:24])=[CH:22][CH:21]=[CH:20][C:19]=4[F:25])=[CH:13][CH:12]=3)[C:3]=12. The yield is 0.210. (8) The reactants are [CH3:1][O:2][CH2:3][CH:4]([CH3:20])[O:5][C:6]1[C:7]([NH2:19])=[N:8][CH:9]=[C:10]([O:12][C:13]2[CH:18]=[CH:17][CH:16]=[CH:15][CH:14]=2)[CH:11]=1.[C:21](N1C=CN=C1)([N:23]1C=CN=C1)=[S:22].[NH4+].[OH-].O. The catalyst is C1COCC1. The product is [CH3:1][O:2][CH2:3][CH:4]([CH3:20])[O:5][C:6]1[C:7]([NH:19][C:21]([NH2:23])=[S:22])=[N:8][CH:9]=[C:10]([O:12][C:13]2[CH:18]=[CH:17][CH:16]=[CH:15][CH:14]=2)[CH:11]=1. The yield is 0.700. (9) The reactants are [NH2:1][CH2:2][CH:3]1[CH2:12][CH2:11][CH2:10][C:9]2[CH:8]=[C:7]([NH2:13])[CH:6]=[CH:5][C:4]1=2.Cl.[OH-].[Na+].[C:17](O[C:17](=[O:20])[CH2:18][CH3:19])(=[O:20])[CH2:18][CH3:19]. The catalyst is O. The product is [NH2:13][C:7]1[CH:8]=[C:9]2[C:4](=[CH:5][CH:6]=1)[CH:3]([CH2:2][NH:1][C:17](=[O:20])[CH2:18][CH3:19])[CH2:12][CH2:11][CH2:10]2. The yield is 0.680.